Dataset: Full USPTO retrosynthesis dataset with 1.9M reactions from patents (1976-2016). Task: Predict the reactants needed to synthesize the given product. (1) Given the product [F:1][C:2]([F:15])([CH3:14])[CH2:3][O:4][C:5]1[CH:10]=[CH:9][C:8]([CH2:11][N:20]2[C:16](=[O:26])[C:17]3[C:18](=[CH:22][CH:23]=[CH:24][CH:25]=3)[C:19]2=[O:21])=[CH:7][C:6]=1[CH3:13], predict the reactants needed to synthesize it. The reactants are: [F:1][C:2]([F:15])([CH3:14])[CH2:3][O:4][C:5]1[CH:10]=[CH:9][C:8]([CH2:11]O)=[CH:7][C:6]=1[CH3:13].[C:16]1(=[O:26])[NH:20][C:19](=[O:21])[C:18]2=[CH:22][CH:23]=[CH:24][CH:25]=[C:17]12. (2) Given the product [O:17]1[C:16]2[CH:15]=[CH:14][CH:13]=[C:12]([CH:8]([N:26]3[CH2:27][CH2:28][N:23]([CH3:22])[CH2:24][CH2:25]3)[C:9]([OH:11])=[O:10])[C:21]=2[O:20][CH2:19][CH2:18]1, predict the reactants needed to synthesize it. The reactants are: C([O-])([O-])=O.[K+].[K+].Br[CH:8]([C:12]1[C:21]2[O:20][CH2:19][CH2:18][O:17][C:16]=2[CH:15]=[CH:14][CH:13]=1)[C:9]([OH:11])=[O:10].[CH3:22][N:23]1[CH2:28][CH2:27][NH:26][CH2:25][CH2:24]1. (3) Given the product [Cl:1][C:2]1[N:7]=[CH:6][C:5]2[CH:8]=[N:9][N:10]([C:11]3[N:12]=[C:13]([N:18]4[CH2:23][CH2:22][CH2:21][C@H:20]([NH:24][C:25](=[O:31])[O:26][C:27]([CH3:29])([CH3:28])[CH3:30])[CH2:19]4)[CH:14]=[CH:15][CH:16]=3)[C:4]=2[CH:3]=1, predict the reactants needed to synthesize it. The reactants are: [Cl:1][C:2]1[N:7]=[CH:6][C:5]2[CH:8]=[N:9][N:10]([C:11]3[CH:16]=[CH:15][CH:14]=[C:13](F)[N:12]=3)[C:4]=2[CH:3]=1.[NH:18]1[CH2:23][CH2:22][CH2:21][C@H:20]([NH:24][C:25](=[O:31])[O:26][C:27]([CH3:30])([CH3:29])[CH3:28])[CH2:19]1.CN1CCOCC1.O. (4) The reactants are: [NH2:1][C:2]1[C:7]2=[CH:8][C:9]([C:24]#[N:25])=[C:10]([C:11]3[CH2:12][CH2:13][N:14]([C:17]([O:19][C:20]([CH3:23])([CH3:22])[CH3:21])=[O:18])[CH2:15][CH:16]=3)[N:6]2[N:5]=[CH:4][N:3]=1.C([O-])=O.[NH4+]. Given the product [NH2:1][C:2]1[C:7]2=[CH:8][C:9]([C:24]#[N:25])=[C:10]([CH:11]3[CH2:16][CH2:15][N:14]([C:17]([O:19][C:20]([CH3:21])([CH3:23])[CH3:22])=[O:18])[CH2:13][CH2:12]3)[N:6]2[N:5]=[CH:4][N:3]=1, predict the reactants needed to synthesize it.